From a dataset of Full USPTO retrosynthesis dataset with 1.9M reactions from patents (1976-2016). Predict the reactants needed to synthesize the given product. (1) Given the product [CH2:19]([N:26]1[CH2:33][CH2:32][CH:31]2[CH2:30][N:29]([C:2]3[CH:7]=[C:6]([NH2:8])[N:5]4[N:9]=[C:10]([C:12]5[O:13][CH:14]=[CH:15][CH:16]=5)[N:11]=[C:4]4[N:3]=3)[CH2:28][CH:27]12)[C:20]1[CH:25]=[CH:24][CH:23]=[CH:22][CH:21]=1, predict the reactants needed to synthesize it. The reactants are: Cl[C:2]1[CH:7]=[C:6]([NH2:8])[N:5]2[N:9]=[C:10]([C:12]3[O:13][CH:14]=[CH:15][CH:16]=3)[N:11]=[C:4]2[N:3]=1.[F-].[Cs+].[CH2:19]([N:26]1[CH2:33][CH2:32][CH:31]2[CH:27]1[CH2:28][NH:29][CH2:30]2)[C:20]1[CH:25]=[CH:24][CH:23]=[CH:22][CH:21]=1. (2) Given the product [CH2:19]([N:13]([C:9]1[CH:10]=[CH:11][CH:12]=[C:7]([C:5]2[N:25]3[N:26]=[CH:27][C:28]([C:29]([C:31]4[S:32][CH:33]=[CH:34][CH:35]=4)=[O:30])=[C:22]3[N:2]=[CH:3][CH:4]=2)[CH:8]=1)[C:14]([CH:16]1[CH2:17][CH2:18]1)=[O:15])[C:20]#[CH:21], predict the reactants needed to synthesize it. The reactants are: C[N:2]([CH3:22])[CH:3]=[CH:4][C:5]([C:7]1[CH:8]=[C:9]([N:13]([CH2:19][C:20]#[CH:21])[C:14]([CH:16]2[CH2:18][CH2:17]2)=[O:15])[CH:10]=[CH:11][CH:12]=1)=O.NC1[C:28]([C:29]([C:31]2[S:32][CH:33]=[CH:34][CH:35]=2)=[O:30])=[CH:27][NH:26][N:25]=1.